Dataset: Reaction yield outcomes from USPTO patents with 853,638 reactions. Task: Predict the reaction yield, written as a fraction of the theoretical maximum amount of product (1.0 means a 100% yield; for example, 0.34 means a 34% yield). (1) The reactants are [OH:1][C:2]1[CH:3]=[C:4]([C:8]2[CH:9]=[CH:10][CH:11]=[C:12]3[C:17]=2[O:16][C:15]([N:18]2[CH2:23][CH2:22][O:21][CH2:20][CH2:19]2)=[CH:14][C:13]3=[O:24])[CH:5]=[CH:6][CH:7]=1.C1(N([S:32]([C:35]([F:38])([F:37])[F:36])(=[O:34])=[O:33])[S:32]([C:35]([F:38])([F:37])[F:36])(=[O:34])=[O:33])C=CC=CC=1.CCN(CC)CC.C1COCC1. The catalyst is O. The product is [N:18]1([C:15]2[O:16][C:17]3[C:12]([C:13](=[O:24])[CH:14]=2)=[CH:11][CH:10]=[CH:9][C:8]=3[C:4]2[CH:3]=[C:2]([O:1][S:32]([C:35]([F:38])([F:37])[F:36])(=[O:34])=[O:33])[CH:7]=[CH:6][CH:5]=2)[CH2:23][CH2:22][O:21][CH2:20][CH2:19]1. The yield is 0.770. (2) The reactants are [NH2:1][C:2]1[C:3]([OH:18])=[C:4]([C:14]([Cl:17])=[CH:15][CH:16]=1)[C:5]([NH:7][C:8]1[CH:13]=[CH:12][CH:11]=[CH:10][CH:9]=1)=[O:6].[Cl:19][C:20]1[C:25]([Cl:26])=[CH:24][CH:23]=[CH:22][C:21]=1[N:27]=[C:28]=[O:29]. The catalyst is CN(C=O)C.C(OCC)(=O)C. The product is [Cl:17][C:14]1[C:4]([C:5]([NH:7][C:8]2[CH:13]=[CH:12][CH:11]=[CH:10][CH:9]=2)=[O:6])=[C:3]([OH:18])[C:2]([NH:1][C:28]([NH:27][C:21]2[CH:22]=[CH:23][CH:24]=[C:25]([Cl:26])[C:20]=2[Cl:19])=[O:29])=[CH:16][CH:15]=1. The yield is 0.420. (3) The reactants are [H-].[Na+].[OH:3][CH:4]1[CH:9]([C:10]2[CH:15]=[CH:14][C:13]([CH2:16][O:17][C:18]([C:31]3[CH:36]=[CH:35][CH:34]=[CH:33][CH:32]=3)([C:25]3[CH:30]=[CH:29][CH:28]=[CH:27][CH:26]=3)[C:19]3[CH:24]=[CH:23][CH:22]=[CH:21][CH:20]=3)=[CH:12][CH:11]=2)[CH2:8][CH2:7][N:6]([C:37]([O:39][C:40]([CH3:43])([CH3:42])[CH3:41])=[O:38])[CH2:5]1.Br[CH2:45][C:46]1[CH:55]=[CH:54][C:53]2[C:48](=[CH:49][CH:50]=[CH:51][CH:52]=2)[CH:47]=1. The catalyst is CN(C)C=O. The yield is 0.870. The product is [CH:47]1[C:48]2[C:53](=[CH:52][CH:51]=[CH:50][CH:49]=2)[CH:54]=[CH:55][C:46]=1[CH2:45][O:3][CH:4]1[CH:9]([C:10]2[CH:11]=[CH:12][C:13]([CH2:16][O:17][C:18]([C:19]3[CH:24]=[CH:23][CH:22]=[CH:21][CH:20]=3)([C:25]3[CH:26]=[CH:27][CH:28]=[CH:29][CH:30]=3)[C:31]3[CH:32]=[CH:33][CH:34]=[CH:35][CH:36]=3)=[CH:14][CH:15]=2)[CH2:8][CH2:7][N:6]([C:37]([O:39][C:40]([CH3:43])([CH3:42])[CH3:41])=[O:38])[CH2:5]1. (4) The reactants are [OH-].[Na+].C[O:4][C:5](=[O:44])[CH2:6][C:7]1[CH:8]=[N:9][CH:10]=[C:11]([C:13]2[CH:18]=[CH:17][C:16]([C:19]([CH2:41][CH3:42])([C:22]3[CH:27]=[CH:26][C:25]([C:28]#[C:29][C:30]([OH:39])([C:35]([F:38])([F:37])[F:36])[C:31]([F:34])([F:33])[F:32])=[C:24]([CH3:40])[CH:23]=3)[CH2:20][CH3:21])=[CH:15][C:14]=2[CH3:43])[CH:12]=1.[Cl-].[NH4+]. The catalyst is CO. The product is [CH2:20]([C:19]([C:16]1[CH:17]=[CH:18][C:13]([C:11]2[CH:12]=[C:7]([CH2:6][C:5]([OH:44])=[O:4])[CH:8]=[N:9][CH:10]=2)=[C:14]([CH3:43])[CH:15]=1)([C:22]1[CH:27]=[CH:26][C:25]([C:28]#[C:29][C:30]([OH:39])([C:35]([F:36])([F:37])[F:38])[C:31]([F:33])([F:34])[F:32])=[C:24]([CH3:40])[CH:23]=1)[CH2:41][CH3:42])[CH3:21]. The yield is 0.660. (5) The reactants are C(OC1N=NC(C#CC2C=CC(C(F)(F)F)=CN=2)=CC=1OCC1C=CC=CC=1)C1C=CC=CC=1.[CH2:35]([O:42][C:43]1[N:44]=[N:45][C:46]([C:57]#[CH:58])=[CH:47][C:48]=1[O:49][CH2:50][C:51]1[CH:56]=[CH:55][CH:54]=[CH:53][CH:52]=1)[C:36]1[CH:41]=[CH:40][CH:39]=[CH:38][CH:37]=1.[F:59][CH:60]([F:69])[O:61][C:62]1[CH:67]=[CH:66][C:65](I)=[CH:64][CH:63]=1. No catalyst specified. The product is [CH2:35]([O:42][C:43]1[N:44]=[N:45][C:46]([C:57]#[C:58][C:65]2[CH:66]=[CH:67][C:62]([O:61][CH:60]([F:69])[F:59])=[CH:63][CH:64]=2)=[CH:47][C:48]=1[O:49][CH2:50][C:51]1[CH:56]=[CH:55][CH:54]=[CH:53][CH:52]=1)[C:36]1[CH:37]=[CH:38][CH:39]=[CH:40][CH:41]=1. The yield is 0.580. (6) The reactants are [F:1][C:2]([F:7])([F:6])[C:3]([OH:5])=[O:4].FC(F)(F)C(O)=O.[NH2:15][C@@H:16]([CH2:43][OH:44])[C:17]([NH:19][C:20]1[CH:21]=[CH:22][C:23]2[NH:24][C:25]3[N:41]=[C:29]([NH:30][C:31]4[CH:32]=[CH:33][CH:34]=[C:35]([CH:40]=4)[CH2:36][CH2:37][C:38]=1[CH:39]=2)[N:28]=[CH:27][C:26]=3[Cl:42])=[O:18].[C:45]1([N:51]=[C:52]=[O:53])[CH:50]=[CH:49][CH:48]=[CH:47][CH:46]=1. No catalyst specified. The product is [F:1][C:2]([F:7])([F:6])[C:3]([OH:5])=[O:4].[NH:51]([C:52]([NH:15][C@@H:16]([CH2:43][OH:44])[C:17]([NH:19][C:20]1[CH:21]=[CH:22][C:23]2[NH:24][C:25]3[N:41]=[C:29]([NH:30][C:31]4[CH:32]=[CH:33][CH:34]=[C:35]([CH:40]=4)[CH2:36][CH2:37][C:38]=1[CH:39]=2)[N:28]=[CH:27][C:26]=3[Cl:42])=[O:18])=[O:53])[C:45]1[CH:50]=[CH:49][CH:48]=[CH:47][CH:46]=1. The yield is 0.360. (7) The reactants are O[N:2]=[C:3]([C:19]1[CH:24]=[CH:23][C:22]([O:25][CH3:26])=[CH:21][CH:20]=1)[C:4]1[CH:18]=[CH:17][C:7]([CH2:8][P:9](=[O:16])([O:13][CH2:14][CH3:15])[O:10][CH2:11][CH3:12])=[CH:6][CH:5]=1. The catalyst is CCO.[Ni]. The product is [NH2:2][CH:3]([C:19]1[CH:20]=[CH:21][C:22]([O:25][CH3:26])=[CH:23][CH:24]=1)[C:4]1[CH:5]=[CH:6][C:7]([CH2:8][P:9](=[O:16])([O:13][CH2:14][CH3:15])[O:10][CH2:11][CH3:12])=[CH:17][CH:18]=1. The yield is 0.920. (8) The reactants are [CH3:1][N:2]([CH3:48])[CH2:3][CH2:4][NH:5][C:6]([C:8]1[CH:13]=[CH:12][C:11](NC(NC2C=CC(C3N=C(N4CCOCC4)C4N=NN(C5C=C(C=CC=5)C(O)=O)C=4N=3)=CC=2)=O)=[CH:10][CH:9]=1)=[O:7].N.CCN(CC)CC.C1C=CC2N(O)N=NC=2C=1.CCN=C=NCCCN(C)C. The catalyst is C1COCC1.CN(C=O)C. The product is [CH3:1][N:2]([CH3:48])[CH2:3][CH2:4][NH:5][C:6](=[O:7])[C:8]1[CH:13]=[CH:12][CH:11]=[CH:10][CH:9]=1. The yield is 0.160. (9) The reactants are [C:1](Cl)(Cl)=[O:2].[CH:5]1([OH:10])[CH2:9][CH2:8][CH2:7][CH2:6]1.C(N(C(C)C)CC)(C)C.[F:20][C:21]([F:50])([F:49])[C:22]1[CH:23]=[C:24]([CH:42]=[C:43]([C:45]([F:48])([F:47])[F:46])[CH:44]=1)[CH2:25][N:26]([CH:30]1[CH2:36][CH2:35][CH2:34][NH:33][C:32]2[CH:37]=[C:38]([Cl:41])[CH:39]=[CH:40][C:31]1=2)[C:27](=[O:29])[CH3:28].N1C=CC=CC=1. The catalyst is C(Cl)Cl. The product is [CH:5]1([O:10][C:1]([N:33]2[CH2:34][CH2:35][CH2:36][CH:30]([N:26]([C:27](=[O:29])[CH3:28])[CH2:25][C:24]3[CH:42]=[C:43]([C:45]([F:46])([F:47])[F:48])[CH:44]=[C:22]([C:21]([F:20])([F:49])[F:50])[CH:23]=3)[C:31]3[CH:40]=[CH:39][C:38]([Cl:41])=[CH:37][C:32]2=3)=[O:2])[CH2:9][CH2:8][CH2:7][CH2:6]1. The yield is 0.950. (10) The reactants are [CH:1]([C:4]1[CH:9]=[CH:8][C:7]([NH2:10])=[CH:6][CH:5]=1)([CH3:3])[CH3:2].N1C=CC=CC=1.[C:17](O[C:17]([C:19]([F:22])([F:21])[F:20])=[O:18])([C:19]([F:22])([F:21])[F:20])=[O:18]. The catalyst is C(Cl)Cl. The product is [F:20][C:19]([F:22])([F:21])[C:17]([NH:10][C:7]1[CH:8]=[CH:9][C:4]([CH:1]([CH3:3])[CH3:2])=[CH:5][CH:6]=1)=[O:18]. The yield is 0.940.